Dataset: Forward reaction prediction with 1.9M reactions from USPTO patents (1976-2016). Task: Predict the product of the given reaction. (1) The product is: [Cl:2][C:3]1[CH:4]=[C:5]([C:10]23[CH2:15][CH:14]2[CH2:13][N:12]([CH2:19][CH3:20])[CH2:11]3)[CH:6]=[CH:7][C:8]=1[Cl:9]. Given the reactants Cl.[Cl:2][C:3]1[CH:4]=[C:5]([C:10]23[CH2:15][CH:14]2[CH2:13][NH:12][CH2:11]3)[CH:6]=[CH:7][C:8]=1[Cl:9].[OH-].[Na+].Br[CH2:19][CH3:20], predict the reaction product. (2) Given the reactants [Cl:1][C:2]1[CH:27]=[C:26]([O:28][CH3:29])[CH:25]=[CH:24][C:3]=1[O:4][C:5]1[CH:10]=[CH:9][CH:8]=[CH:7][C:6]=1[NH:11][S:12]([C:15]1[CH:23]=[CH:22][C:18]([C:19](O)=[O:20])=[CH:17][CH:16]=1)(=[O:14])=[O:13].[N:30]1([CH2:36][CH2:37][CH2:38][NH2:39])[CH2:35][CH2:34][CH2:33][CH2:32][CH2:31]1, predict the reaction product. The product is: [Cl:1][C:2]1[CH:27]=[C:26]([O:28][CH3:29])[CH:25]=[CH:24][C:3]=1[O:4][C:5]1[CH:10]=[CH:9][CH:8]=[CH:7][C:6]=1[NH:11][S:12]([C:15]1[CH:16]=[CH:17][C:18]([C:19]([NH:39][CH2:38][CH2:37][CH2:36][N:30]2[CH2:35][CH2:34][CH2:33][CH2:32][CH2:31]2)=[O:20])=[CH:22][CH:23]=1)(=[O:13])=[O:14]. (3) Given the reactants C[CH:2]([C:6](Cl)=[O:7])[C:3](Cl)=[O:4].[C:9]1([CH:15]2[NH:20][CH2:19][CH2:18][N:17]3[CH:21]=[CH:22][CH:23]=[C:16]23)[CH:14]=[CH:13][CH:12]=[CH:11][CH:10]=1.CCN(CC)CC.C(Cl)(Cl)Cl.[C:35](OCC)(=[O:37])C, predict the reaction product. The product is: [CH3:35][O:37][C:6](=[O:7])[CH2:2][C:3](=[O:4])[N:20]1[CH2:19][CH2:18][N:17]2[CH:21]=[CH:22][CH:23]=[C:16]2[CH:15]1[C:9]1[CH:10]=[CH:11][CH:12]=[CH:13][CH:14]=1. (4) Given the reactants [CH:1]([Mg]Cl)([CH3:3])[CH3:2].[C:6]1([CH2:12][C:13]([CH2:15][C:16]2[CH:21]=[CH:20][CH:19]=[CH:18][CH:17]=2)=[O:14])[CH:11]=[CH:10][CH:9]=[CH:8][CH:7]=1, predict the reaction product. The product is: [CH2:15]([C:13]([OH:14])([CH:1]([CH3:3])[CH3:2])[CH2:12][C:6]1[CH:7]=[CH:8][CH:9]=[CH:10][CH:11]=1)[C:16]1[CH:17]=[CH:18][CH:19]=[CH:20][CH:21]=1.